From a dataset of Reaction yield outcomes from USPTO patents with 853,638 reactions. Predict the reaction yield, written as a fraction of the theoretical maximum amount of product (1.0 means a 100% yield; for example, 0.34 means a 34% yield). (1) The reactants are Cl.Cl.[N:3]12[CH2:10][CH2:9][CH:6]([CH2:7][CH2:8]1)[C@@H:5]([NH2:11])[CH2:4]2.[N:12]([C:15]([C:18]1[CH:23]=[CH:22][CH:21]=[C:20]([C:24]([CH3:26])=[CH2:25])[CH:19]=1)([CH3:17])[CH3:16])=[C:13]=[O:14].C(N(CC)CC)C. The catalyst is C1COCC1. The product is [CH2:25]=[C:24]([C:20]1[CH:19]=[C:18]([C:15]([NH:12][C:13]([NH:11][C@@H:5]2[CH:6]3[CH2:9][CH2:10][N:3]([CH2:8][CH2:7]3)[CH2:4]2)=[O:14])([CH3:17])[CH3:16])[CH:23]=[CH:22][CH:21]=1)[CH3:26]. The yield is 0.500. (2) The reactants are Br[C:2]1[S:3][CH:4]=[CH:5][CH:6]=1.[F:7][C:8]1[CH:13]=[CH:12][C:11](B(O)O)=[CH:10][CH:9]=1.C([O-])([O-])=O.[Na+].[Na+].C(Cl)Cl. The catalyst is COCCOC.C1C=CC([P]([Pd]([P](C2C=CC=CC=2)(C2C=CC=CC=2)C2C=CC=CC=2)([P](C2C=CC=CC=2)(C2C=CC=CC=2)C2C=CC=CC=2)[P](C2C=CC=CC=2)(C2C=CC=CC=2)C2C=CC=CC=2)(C2C=CC=CC=2)C2C=CC=CC=2)=CC=1. The product is [F:7][C:8]1[CH:13]=[CH:12][C:11]([C:2]2[S:3][CH:4]=[CH:5][CH:6]=2)=[CH:10][CH:9]=1. The yield is 0.950.